Dataset: Full USPTO retrosynthesis dataset with 1.9M reactions from patents (1976-2016). Task: Predict the reactants needed to synthesize the given product. Given the product [NH2:37][C:15]1[CH:16]=[CH:17][C:12](/[CH:11]=[CH:7]/[C:8]([N:29]([CH3:30])[CH2:28][C:20]2[N:19]([CH3:18])[C:27]3[C:22]([CH:21]=2)=[CH:23][CH:24]=[CH:25][CH:26]=3)=[O:10])=[CH:13][CH:14]=1, predict the reactants needed to synthesize it. The reactants are: C(Cl)CCl.Cl.N[C:7](=[CH:11][C:12]1[CH:17]=[CH:16][CH:15]=[CH:14][CH:13]=1)[C:8]([OH:10])=O.[CH3:18][N:19]1[C:27]2[C:22](=[CH:23][CH:24]=[CH:25][CH:26]=2)[CH:21]=[C:20]1[CH2:28][NH:29][CH3:30].C1C=CC2N(O)N=[N:37]C=2C=1.O.C(N(CC)CC)C.